Dataset: NCI-60 drug combinations with 297,098 pairs across 59 cell lines. Task: Regression. Given two drug SMILES strings and cell line genomic features, predict the synergy score measuring deviation from expected non-interaction effect. (1) Drug 1: C1=C(C(=O)NC(=O)N1)F. Drug 2: CS(=O)(=O)OCCCCOS(=O)(=O)C. Cell line: UO-31. Synergy scores: CSS=26.3, Synergy_ZIP=-2.69, Synergy_Bliss=-3.75, Synergy_Loewe=-10.2, Synergy_HSA=-1.78. (2) Drug 1: C1CC(=O)NC(=O)C1N2CC3=C(C2=O)C=CC=C3N. Drug 2: CC1C(C(CC(O1)OC2CC(OC(C2O)C)OC3=CC4=CC5=C(C(=O)C(C(C5)C(C(=O)C(C(C)O)O)OC)OC6CC(C(C(O6)C)O)OC7CC(C(C(O7)C)O)OC8CC(C(C(O8)C)O)(C)O)C(=C4C(=C3C)O)O)O)O. Cell line: UACC-257. Synergy scores: CSS=4.15, Synergy_ZIP=1.31, Synergy_Bliss=2.34, Synergy_Loewe=2.54, Synergy_HSA=1.97. (3) Drug 1: CCCS(=O)(=O)NC1=C(C(=C(C=C1)F)C(=O)C2=CNC3=C2C=C(C=N3)C4=CC=C(C=C4)Cl)F. Drug 2: COC1=CC(=CC(=C1O)OC)C2C3C(COC3=O)C(C4=CC5=C(C=C24)OCO5)OC6C(C(C7C(O6)COC(O7)C8=CC=CS8)O)O. Cell line: SW-620. Synergy scores: CSS=30.9, Synergy_ZIP=10.4, Synergy_Bliss=4.75, Synergy_Loewe=-34.5, Synergy_HSA=-8.57. (4) Drug 1: CCC1=CC2CC(C3=C(CN(C2)C1)C4=CC=CC=C4N3)(C5=C(C=C6C(=C5)C78CCN9C7C(C=CC9)(C(C(C8N6C)(C(=O)OC)O)OC(=O)C)CC)OC)C(=O)OC.C(C(C(=O)O)O)(C(=O)O)O. Drug 2: CC1C(C(CC(O1)OC2CC(OC(C2O)C)OC3=CC4=CC5=C(C(=O)C(C(C5)C(C(=O)C(C(C)O)O)OC)OC6CC(C(C(O6)C)O)OC7CC(C(C(O7)C)O)OC8CC(C(C(O8)C)O)(C)O)C(=C4C(=C3C)O)O)O)O. Cell line: NCI-H460. Synergy scores: CSS=56.5, Synergy_ZIP=0.0112, Synergy_Bliss=-0.953, Synergy_Loewe=-0.317, Synergy_HSA=-1.01. (5) Drug 1: CC12CCC(CC1=CCC3C2CCC4(C3CC=C4C5=CN=CC=C5)C)O. Drug 2: C1=CC=C(C=C1)NC(=O)CCCCCCC(=O)NO. Cell line: HT29. Synergy scores: CSS=10.4, Synergy_ZIP=-5.53, Synergy_Bliss=0.528, Synergy_Loewe=-3.97, Synergy_HSA=0.113. (6) Drug 1: C1=CC(=CC=C1CCC2=CNC3=C2C(=O)NC(=N3)N)C(=O)NC(CCC(=O)O)C(=O)O. Drug 2: CS(=O)(=O)CCNCC1=CC=C(O1)C2=CC3=C(C=C2)N=CN=C3NC4=CC(=C(C=C4)OCC5=CC(=CC=C5)F)Cl. Cell line: EKVX. Synergy scores: CSS=-1.84, Synergy_ZIP=-1.30, Synergy_Bliss=1.81, Synergy_Loewe=-0.873, Synergy_HSA=0.566. (7) Drug 1: CC1=C2C(C(=O)C3(C(CC4C(C3C(C(C2(C)C)(CC1OC(=O)C(C(C5=CC=CC=C5)NC(=O)OC(C)(C)C)O)O)OC(=O)C6=CC=CC=C6)(CO4)OC(=O)C)OC)C)OC. Drug 2: CC1CCC2CC(C(=CC=CC=CC(CC(C(=O)C(C(C(=CC(C(=O)CC(OC(=O)C3CCCCN3C(=O)C(=O)C1(O2)O)C(C)CC4CCC(C(C4)OC)OCCO)C)C)O)OC)C)C)C)OC. Cell line: KM12. Synergy scores: CSS=45.7, Synergy_ZIP=1.94, Synergy_Bliss=1.05, Synergy_Loewe=-11.4, Synergy_HSA=2.87.